This data is from Retrosynthesis with 50K atom-mapped reactions and 10 reaction types from USPTO. The task is: Predict the reactants needed to synthesize the given product. (1) Given the product COc1ccccc1COCCCOc1ccc(C2CCN(C(=O)OC(C)(C)C)CC2OCc2cccc3c2N(COCC[Si](C)(C)C)C(=O)CC3(C)C)cc1, predict the reactants needed to synthesize it. The reactants are: CC1(C)CC(=O)N(COCC[Si](C)(C)C)c2c(CCl)cccc21.COc1ccccc1COCCCOc1ccc(C2CCN(C(=O)OC(C)(C)C)CC2O)cc1. (2) Given the product O=S1Cc2ccccc2C12CCNCC2, predict the reactants needed to synthesize it. The reactants are: CC(C)(C)OC(=O)N1CCC2(CC1)c1ccccc1CS2=O.